This data is from Full USPTO retrosynthesis dataset with 1.9M reactions from patents (1976-2016). The task is: Predict the reactants needed to synthesize the given product. Given the product [OH:12][C:11]1[C:23]2[C:22](=[CH:27][CH:26]=[C:25]([CH3:28])[CH:24]=2)[C:7]([CH3:6])([CH3:21])[C:8](=[O:9])[C:10]=1[C:16]([O:18][CH2:19][CH3:20])=[O:17], predict the reactants needed to synthesize it. The reactants are: OS(O)(=O)=O.[CH3:6][C:7]([C:22]1[CH:27]=[CH:26][C:25]([CH3:28])=[CH:24][CH:23]=1)([CH3:21])[C:8]([CH:10]([C:16]([O:18][CH2:19][CH3:20])=[O:17])[C:11](OCC)=[O:12])=[O:9].